This data is from Catalyst prediction with 721,799 reactions and 888 catalyst types from USPTO. The task is: Predict which catalyst facilitates the given reaction. (1) Reactant: [NH2:1][CH2:2][C@@H:3]1[C@@H:11]([C@@:12]2([CH3:21])[CH2:17][CH2:16][C@H:15]([OH:18])[CH2:14][C@@H:13]2[CH2:19][OH:20])[CH2:10][CH2:9][C@@:8]2([CH3:22])[C@H:4]1[CH2:5][CH2:6][C:7]2=[CH2:23].[CH2:24]([N:31]=[C:32]=[O:33])[C:25]1[CH:30]=[CH:29][CH:28]=[CH:27][CH:26]=1. Product: [CH2:24]([NH:31][C:32]([NH:1][CH2:2][C@@H:3]1[C@@H:11]([C@@:12]2([CH3:21])[CH2:17][CH2:16][C@H:15]([OH:18])[CH2:14][C@@H:13]2[CH2:19][OH:20])[CH2:10][CH2:9][C@@:8]2([CH3:22])[C@H:4]1[CH2:5][CH2:6][C:7]2=[CH2:23])=[O:33])[C:25]1[CH:30]=[CH:29][CH:28]=[CH:27][CH:26]=1. The catalyst class is: 1. (2) Reactant: [CH3:1][O:2][C:3]1[C:4]2[C:20]3[C:11](=[C:12]4[C:17](=[CH:18][CH:19]=3)[NH:16][C:15]([CH3:22])([CH3:21])[CH:14]=[C:13]4[CH3:23])[CH:10]([OH:24])[O:9][C:5]=2[CH:6]=[CH:7][CH:8]=1.[CH2:25]([Si](C)(C)C)[CH:26]=[CH2:27]. Product: [CH2:27]([O:24][CH:10]1[C:11]2=[C:12]3[C:17](=[CH:18][CH:19]=[C:20]2[C:4]2[C:3]([O:2][CH3:1])=[CH:8][CH:7]=[CH:6][C:5]=2[O:9]1)[NH:16][C:15]([CH3:21])([CH3:22])[CH:14]=[C:13]3[CH3:23])[CH:26]=[CH2:25]. The catalyst class is: 2. (3) Reactant: [NH2:1][C:2]1[N:6]([C:7]2[CH:8]=[N:9][CH:10]=[CH:11][CH:12]=2)[N:5]=[CH:4][C:3]=1[C:13]([O-:15])=O.[Na+].[Cl-].COC1N=C(OC)N=C([N+:28]2(C)CCO[CH2:30][CH2:29]2)N=1.C(N)C. Product: [NH2:1][C:2]1[N:6]([C:7]2[CH:8]=[N:9][CH:10]=[CH:11][CH:12]=2)[N:5]=[CH:4][C:3]=1[C:13]([NH:28][CH2:29][CH3:30])=[O:15]. The catalyst class is: 348. (4) Reactant: [F:1][C:2]1[CH:7]=[CH:6][C:5]([F:8])=[CH:4][C:3]=1[CH:9]([S:22]([C:25]1[CH:30]=[CH:29][C:28]([F:31])=[CH:27][CH:26]=1)(=[O:24])=[O:23])[C:10]1[C:11]([CH3:21])=[CH:12][C:13]([C:16]([NH:18][CH2:19][OH:20])=[O:17])=[N:14][CH:15]=1.O[CH2:33][C:34]([O:36][CH2:37][CH3:38])=[O:35].O.C1(C)C=CC(S(O)(=O)=O)=CC=1. Product: [F:1][C:2]1[CH:7]=[CH:6][C:5]([F:8])=[CH:4][C:3]=1[CH:9]([S:22]([C:25]1[CH:26]=[CH:27][C:28]([F:31])=[CH:29][CH:30]=1)(=[O:24])=[O:23])[C:10]1[C:11]([CH3:21])=[CH:12][C:13]([C:16]([NH:18][CH2:19][O:20][CH2:33][C:34]([O:36][CH2:37][CH3:38])=[O:35])=[O:17])=[N:14][CH:15]=1. The catalyst class is: 48. (5) Reactant: [NH2:1][C:2]1[CH:7]=[CH:6][C:5]([CH2:8][CH2:9][C:10]2[N:11]=[C:12]([NH:26][C:27](=[O:29])[CH3:28])[S:13][C:14]=2[CH2:15][C:16]2[CH:21]=[CH:20][C:19]([S:22]([CH3:25])(=[O:24])=[O:23])=[CH:18][CH:17]=2)=[CH:4][CH:3]=1.[C:30]([O:34][C:35](O[C:35]([O:34][C:30]([CH3:33])([CH3:32])[CH3:31])=[O:36])=[O:36])([CH3:33])([CH3:32])[CH3:31]. Product: [C:30]([O:34][C:35](=[O:36])[NH:1][C:2]1[CH:3]=[CH:4][C:5]([CH2:8][CH2:9][C:10]2[N:11]=[C:12]([NH:26][C:27](=[O:29])[CH3:28])[S:13][C:14]=2[CH2:15][C:16]2[CH:21]=[CH:20][C:19]([S:22]([CH3:25])(=[O:24])=[O:23])=[CH:18][CH:17]=2)=[CH:6][CH:7]=1)([CH3:33])([CH3:32])[CH3:31]. The catalyst class is: 1. (6) Reactant: Br[C:2]1[CH:11]=[CH:10][CH:9]=[C:8]2[C:3]=1[CH:4]1[C:12](=[C:13]([Cl:15])[Cl:14])[CH:7]2[CH2:6][CH2:5]1.[Li]CCCC.CN([CH:24]=[O:25])C.Cl. Product: [Cl:14][C:13]([Cl:15])=[C:12]1[CH:4]2[C:3]3[C:2]([CH:24]=[O:25])=[CH:11][CH:10]=[CH:9][C:8]=3[CH:7]1[CH2:6][CH2:5]2. The catalyst class is: 7. (7) Reactant: [N:1]1[CH:6]=[CH:5][CH:4]=[CH:3][C:2]=1[C:7]1[N:11]=[C:10]([C:12]2[CH:17]=[C:16]([O:18][CH3:19])[CH:15]=[CH:14][C:13]=2Br)[O:9][N:8]=1.O.[CH3:22][N:23](C)C=O. Product: [N:1]1[CH:6]=[CH:5][CH:4]=[CH:3][C:2]=1[C:7]1[N:11]=[C:10]([C:12]2[CH:17]=[C:16]([O:18][CH3:19])[CH:15]=[CH:14][C:13]=2[C:22]#[N:23])[O:9][N:8]=1. The catalyst class is: 267.